Task: Regression. Given two drug SMILES strings and cell line genomic features, predict the synergy score measuring deviation from expected non-interaction effect.. Dataset: NCI-60 drug combinations with 297,098 pairs across 59 cell lines (1) Drug 1: CC1CCC2CC(C(=CC=CC=CC(CC(C(=O)C(C(C(=CC(C(=O)CC(OC(=O)C3CCCCN3C(=O)C(=O)C1(O2)O)C(C)CC4CCC(C(C4)OC)O)C)C)O)OC)C)C)C)OC. Drug 2: CC(C)NC(=O)C1=CC=C(C=C1)CNNC.Cl. Cell line: KM12. Synergy scores: CSS=12.9, Synergy_ZIP=-5.15, Synergy_Bliss=-0.296, Synergy_Loewe=-22.4, Synergy_HSA=-2.74. (2) Drug 1: CC1=C(C=C(C=C1)NC(=O)C2=CC=C(C=C2)CN3CCN(CC3)C)NC4=NC=CC(=N4)C5=CN=CC=C5. Drug 2: C1CNP(=O)(OC1)N(CCCl)CCCl. Cell line: SF-268. Synergy scores: CSS=-0.481, Synergy_ZIP=0.325, Synergy_Bliss=-0.765, Synergy_Loewe=-0.202, Synergy_HSA=-2.72. (3) Drug 1: CC1C(C(CC(O1)OC2CC(CC3=C2C(=C4C(=C3O)C(=O)C5=C(C4=O)C(=CC=C5)OC)O)(C(=O)C)O)N)O.Cl. Drug 2: C1=CN(C=N1)CC(O)(P(=O)(O)O)P(=O)(O)O. Cell line: SW-620. Synergy scores: CSS=6.92, Synergy_ZIP=-11.3, Synergy_Bliss=-18.2, Synergy_Loewe=-43.9, Synergy_HSA=-18.6. (4) Drug 1: C1=CC(=CC=C1CCC2=CNC3=C2C(=O)NC(=N3)N)C(=O)NC(CCC(=O)O)C(=O)O. Drug 2: CC1C(C(CC(O1)OC2CC(CC3=C2C(=C4C(=C3O)C(=O)C5=C(C4=O)C(=CC=C5)OC)O)(C(=O)CO)O)N)O.Cl. Cell line: HCC-2998. Synergy scores: CSS=57.6, Synergy_ZIP=-0.412, Synergy_Bliss=-2.16, Synergy_Loewe=19.3, Synergy_HSA=4.17.